Dataset: NCI-60 drug combinations with 297,098 pairs across 59 cell lines. Task: Regression. Given two drug SMILES strings and cell line genomic features, predict the synergy score measuring deviation from expected non-interaction effect. (1) Drug 2: C1=C(C(=O)NC(=O)N1)N(CCCl)CCCl. Synergy scores: CSS=36.7, Synergy_ZIP=-7.51, Synergy_Bliss=-10.2, Synergy_Loewe=-10.1, Synergy_HSA=-4.14. Cell line: MCF7. Drug 1: CC1OCC2C(O1)C(C(C(O2)OC3C4COC(=O)C4C(C5=CC6=C(C=C35)OCO6)C7=CC(=C(C(=C7)OC)O)OC)O)O. (2) Drug 1: CCC(=C(C1=CC=CC=C1)C2=CC=C(C=C2)OCCN(C)C)C3=CC=CC=C3.C(C(=O)O)C(CC(=O)O)(C(=O)O)O. Drug 2: CC(C)NC(=O)C1=CC=C(C=C1)CNNC.Cl. Cell line: RXF 393. Synergy scores: CSS=1.64, Synergy_ZIP=-0.732, Synergy_Bliss=-1.34, Synergy_Loewe=-4.24, Synergy_HSA=-2.36. (3) Drug 1: COC1=C(C=C2C(=C1)N=CN=C2NC3=CC(=C(C=C3)F)Cl)OCCCN4CCOCC4. Drug 2: CC(C)CN1C=NC2=C1C3=CC=CC=C3N=C2N. Cell line: HL-60(TB). Synergy scores: CSS=12.6, Synergy_ZIP=0.229, Synergy_Bliss=6.15, Synergy_Loewe=4.60, Synergy_HSA=4.83. (4) Cell line: EKVX. Drug 2: C(CC(=O)O)C(=O)CN.Cl. Drug 1: C1=CC=C(C(=C1)C(C2=CC=C(C=C2)Cl)C(Cl)Cl)Cl. Synergy scores: CSS=0.346, Synergy_ZIP=-3.15, Synergy_Bliss=-1.90, Synergy_Loewe=-5.57, Synergy_HSA=-1.71. (5) Drug 1: COC1=CC(=CC(=C1O)OC)C2C3C(COC3=O)C(C4=CC5=C(C=C24)OCO5)OC6C(C(C7C(O6)COC(O7)C8=CC=CS8)O)O. Drug 2: COC1=NC(=NC2=C1N=CN2C3C(C(C(O3)CO)O)O)N. Cell line: HCC-2998. Synergy scores: CSS=30.4, Synergy_ZIP=6.69, Synergy_Bliss=8.31, Synergy_Loewe=-56.3, Synergy_HSA=6.73. (6) Drug 1: COC1=CC(=CC(=C1O)OC)C2C3C(COC3=O)C(C4=CC5=C(C=C24)OCO5)OC6C(C(C7C(O6)COC(O7)C8=CC=CS8)O)O. Drug 2: C(=O)(N)NO. Cell line: BT-549. Synergy scores: CSS=39.2, Synergy_ZIP=0.903, Synergy_Bliss=4.12, Synergy_Loewe=-8.44, Synergy_HSA=5.23. (7) Cell line: UACC62. Drug 2: N.N.Cl[Pt+2]Cl. Synergy scores: CSS=53.4, Synergy_ZIP=-2.53, Synergy_Bliss=-3.22, Synergy_Loewe=0.0423, Synergy_HSA=-0.308. Drug 1: C#CCC(CC1=CN=C2C(=N1)C(=NC(=N2)N)N)C3=CC=C(C=C3)C(=O)NC(CCC(=O)O)C(=O)O. (8) Drug 1: CN1CCC(CC1)COC2=C(C=C3C(=C2)N=CN=C3NC4=C(C=C(C=C4)Br)F)OC. Drug 2: CN(C)N=NC1=C(NC=N1)C(=O)N. Cell line: HS 578T. Synergy scores: CSS=-5.56, Synergy_ZIP=3.17, Synergy_Bliss=1.16, Synergy_Loewe=-6.59, Synergy_HSA=-5.45. (9) Drug 1: CCC1(CC2CC(C3=C(CCN(C2)C1)C4=CC=CC=C4N3)(C5=C(C=C6C(=C5)C78CCN9C7C(C=CC9)(C(C(C8N6C=O)(C(=O)OC)O)OC(=O)C)CC)OC)C(=O)OC)O.OS(=O)(=O)O. Drug 2: C(CN)CNCCSP(=O)(O)O. Cell line: NCI-H522. Synergy scores: CSS=40.9, Synergy_ZIP=-1.85, Synergy_Bliss=-5.21, Synergy_Loewe=-48.1, Synergy_HSA=-5.19.